Dataset: Forward reaction prediction with 1.9M reactions from USPTO patents (1976-2016). Task: Predict the product of the given reaction. (1) Given the reactants [Br:1][C:2]1[CH:3]=[C:4]([CH2:11]O)[C:5]2[O:9][CH2:8][O:7][C:6]=2[CH:10]=1.[Br:13]C(Br)(Br)Br.C1(P(C2C=CC=CC=2)C2C=CC=CC=2)C=CC=CC=1, predict the reaction product. The product is: [Br:1][C:2]1[CH:3]=[C:4]([CH2:11][Br:13])[C:5]2[O:9][CH2:8][O:7][C:6]=2[CH:10]=1. (2) Given the reactants [NH2:1][C:2]1[CH:7]=[CH:6][C:5]([N:8]2[CH2:12][CH2:11][C@H:10]([N:13]([CH3:15])[CH3:14])[CH2:9]2)=[CH:4][CH:3]=1.[CH2:16]([N:19]1[C:27](=[O:28])[C:26]2[C:21](=[N:22][C:23](SC)=[N:24][CH:25]=2)[N:20]1[C:31]1[N:36]=[C:35]([N:37]2[CH:42]=[CH:41][CH:40]=[CH:39][C:38]2=[O:43])[CH:34]=[CH:33][CH:32]=1)[CH:17]=[CH2:18], predict the reaction product. The product is: [CH2:16]([N:19]1[C:27](=[O:28])[C:26]2[C:21](=[N:22][C:23]([NH:1][C:2]3[CH:7]=[CH:6][C:5]([N:8]4[CH2:12][CH2:11][C@H:10]([N:13]([CH3:15])[CH3:14])[CH2:9]4)=[CH:4][CH:3]=3)=[N:24][CH:25]=2)[N:20]1[C:31]1[N:36]=[C:35]([N:37]2[CH:42]=[CH:41][CH:40]=[CH:39][C:38]2=[O:43])[CH:34]=[CH:33][CH:32]=1)[CH:17]=[CH2:18]. (3) Given the reactants C[O:2][C:3]([C:5]1[CH:6]=[C:7]2[C:12](=[CH:13][CH:14]=1)[N:11]=[CH:10][C:9]([NH:15][S:16]([C:19]1[CH:24]=[C:23]([Br:25])[CH:22]=[CH:21][C:20]=1[O:26][CH3:27])(=[O:18])=[O:17])=[CH:8]2)=O.[NH3:28].O, predict the reaction product. The product is: [Br:25][C:23]1[CH:22]=[CH:21][C:20]([O:26][CH3:27])=[C:19]([S:16]([NH:15][C:9]2[CH:10]=[N:11][C:12]3[C:7]([CH:8]=2)=[CH:6][C:5]([C:3]([NH2:28])=[O:2])=[CH:14][CH:13]=3)(=[O:18])=[O:17])[CH:24]=1. (4) The product is: [Cl:1][C:2]1[CH:3]=[C:4]2[C:8](=[CH:9][CH:10]=1)[N:7]([CH3:11])[C:6]([CH2:12][CH2:13][CH2:14][CH2:15][CH2:16][CH3:17])=[C:5]2[C:18](=[O:26])[CH2:19][C@@H:20]([CH3:25])[CH2:21][C:22]([NH:35][CH:33]([C:27]1[CH:32]=[CH:31][CH:30]=[CH:29][CH:28]=1)[CH3:34])=[O:23]. Given the reactants [Cl:1][C:2]1[CH:3]=[C:4]2[C:8](=[CH:9][CH:10]=1)[N:7]([CH3:11])[C:6]([CH2:12][CH2:13][CH2:14][CH2:15][CH2:16][CH3:17])=[C:5]2[C:18](=[O:26])[CH2:19][C@@H:20]([CH3:25])[CH2:21][C:22](O)=[O:23].[C:27]1([C@H:33]([NH2:35])[CH3:34])[CH:32]=[CH:31][CH:30]=[CH:29][CH:28]=1.C1CCC(N=C=NC2CCCCC2)CC1.C(=O)(O)[O-].[Na+], predict the reaction product. (5) The product is: [NH2:13][C:9]1[N:10]=[C:11]([CH3:12])[C:6]([CH2:5][CH2:4][CH2:3][CH2:2][NH:1][CH2:20][C:22]2[CH:23]=[C:24]([CH2:28][C:29]([O:31][CH3:32])=[O:30])[CH:25]=[CH:26][CH:27]=2)=[C:7]([NH:14][CH2:15][CH2:16][CH2:17][CH2:18][CH3:19])[N:8]=1. Given the reactants [NH2:1][CH2:2][CH2:3][CH2:4][CH2:5][C:6]1[C:7]([NH:14][CH2:15][CH2:16][CH2:17][CH2:18][CH3:19])=[N:8][C:9]([NH2:13])=[N:10][C:11]=1[CH3:12].[CH:20]([C:22]1[CH:23]=[C:24]([CH2:28][C:29]([O:31][CH3:32])=[O:30])[CH:25]=[CH:26][CH:27]=1)=O.C(O)(=O)C.C(O[BH-](OC(=O)C)OC(=O)C)(=O)C.[Na+], predict the reaction product. (6) Given the reactants Br[C:2]1[CH:20]=[CH:19][CH:18]=[CH:17][C:3]=1[NH:4][CH2:5][CH2:6][CH2:7][CH2:8][CH2:9][CH2:10][CH2:11][CH2:12][CH2:13][CH2:14][CH2:15][CH3:16].[CH2:21]([C:23]1([CH2:54][CH3:55])[C:35]2[CH:34]=[C:33](B3OC(C)(C)C(C)(C)O3)[CH:32]=[CH:31][C:30]=2[C:29]2[C:24]1=[CH:25][C:26](B1OC(C)(C)C(C)(C)O1)=[CH:27][CH:28]=2)[CH3:22].C([O-])([O-])=O.[Na+].[Na+].O, predict the reaction product. The product is: [CH2:21]([C:23]1([CH2:54][CH3:55])[C:35]2[CH:34]=[C:33]([C:2]3[CH:20]=[CH:19][CH:18]=[CH:17][C:3]=3[NH:4][CH2:5][CH2:6][CH2:7][CH2:8][CH2:9][CH2:10][CH2:11][CH2:12][CH2:13][CH2:14][CH2:15][CH3:16])[CH:32]=[CH:31][C:30]=2[C:29]2[C:24]1=[CH:25][C:26]([C:2]1[CH:20]=[CH:19][CH:18]=[CH:17][C:3]=1[NH:4][CH2:5][CH2:6][CH2:7][CH2:8][CH2:9][CH2:10][CH2:11][CH2:12][CH2:13][CH2:14][CH2:15][CH3:16])=[CH:27][CH:28]=2)[CH3:22]. (7) Given the reactants [CH:1]1([CH:6]=[C:7]2[CH2:16][CH2:15][C:14]3[CH:13]=[C:12]([C:17]([O:19][CH3:20])=[O:18])[CH:11]=[CH:10][C:9]=3[C:8]2=O)[CH2:5][CH2:4][CH2:3][CH2:2]1.Cl.[Cl:23][C:24]1[CH:31]=[C:30]([NH:32][NH2:33])[CH:29]=[CH:28][C:25]=1[C:26]#[N:27], predict the reaction product. The product is: [Cl:23][C:24]1[CH:31]=[C:30]([N:32]2[CH:6]([CH:1]3[CH2:5][CH2:4][CH2:3][CH2:2]3)[CH:7]3[C:8]([C:9]4[CH:10]=[CH:11][C:12]([C:17]([O:19][CH3:20])=[O:18])=[CH:13][C:14]=4[CH2:15][CH2:16]3)=[N:33]2)[CH:29]=[CH:28][C:25]=1[C:26]#[N:27].